From a dataset of Forward reaction prediction with 1.9M reactions from USPTO patents (1976-2016). Predict the product of the given reaction. Given the reactants [F:1][C:2]1[CH:7]=[CH:6][C:5]([C:8]([OH:10])=O)=[CH:4][N:3]=1.[Cl-].[CH2:12]([O:19][C:20]1[CH:25]=[CH:24][C:23]([N:26]2[CH2:31][CH2:30][N:29]([C:32](=[O:35])[CH2:33][NH3+:34])[CH2:28][CH2:27]2)=[CH:22][CH:21]=1)[C:13]1[CH:18]=[CH:17][CH:16]=[CH:15][CH:14]=1.C1CN([P+](ON2N=NC3C=CC=CC2=3)(N2CCCC2)N2CCCC2)CC1.F[P-](F)(F)(F)(F)F.C(N(C(C)C)C(C)C)C, predict the reaction product. The product is: [CH2:12]([O:19][C:20]1[CH:21]=[CH:22][C:23]([N:26]2[CH2:27][CH2:28][N:29]([C:32](=[O:35])[CH2:33][NH:34][C:8](=[O:10])[C:5]3[CH:6]=[CH:7][C:2]([F:1])=[N:3][CH:4]=3)[CH2:30][CH2:31]2)=[CH:24][CH:25]=1)[C:13]1[CH:14]=[CH:15][CH:16]=[CH:17][CH:18]=1.